From a dataset of NCI-60 drug combinations with 297,098 pairs across 59 cell lines. Regression. Given two drug SMILES strings and cell line genomic features, predict the synergy score measuring deviation from expected non-interaction effect. (1) Drug 1: CN1CCC(CC1)COC2=C(C=C3C(=C2)N=CN=C3NC4=C(C=C(C=C4)Br)F)OC. Drug 2: C1=C(C(=O)NC(=O)N1)N(CCCl)CCCl. Cell line: RPMI-8226. Synergy scores: CSS=35.7, Synergy_ZIP=10.7, Synergy_Bliss=11.6, Synergy_Loewe=3.52, Synergy_HSA=7.07. (2) Drug 1: C(=O)(N)NO. Drug 2: CS(=O)(=O)OCCCCOS(=O)(=O)C. Cell line: MALME-3M. Synergy scores: CSS=5.82, Synergy_ZIP=-2.37, Synergy_Bliss=-1.00, Synergy_Loewe=0.966, Synergy_HSA=0.226. (3) Drug 1: C1=CC(=C2C(=C1NCCNCCO)C(=O)C3=C(C=CC(=C3C2=O)O)O)NCCNCCO. Drug 2: CN1C(=O)N2C=NC(=C2N=N1)C(=O)N. Cell line: A498. Synergy scores: CSS=33.6, Synergy_ZIP=5.18, Synergy_Bliss=4.81, Synergy_Loewe=-24.8, Synergy_HSA=3.22. (4) Drug 1: CN(C)N=NC1=C(NC=N1)C(=O)N. Drug 2: CN1C2=C(C=C(C=C2)N(CCCl)CCCl)N=C1CCCC(=O)O.Cl. Cell line: NCI/ADR-RES. Synergy scores: CSS=-3.89, Synergy_ZIP=-0.392, Synergy_Bliss=-3.50, Synergy_Loewe=-6.71, Synergy_HSA=-5.44. (5) Drug 1: CCCCCOC(=O)NC1=NC(=O)N(C=C1F)C2C(C(C(O2)C)O)O. Drug 2: CNC(=O)C1=NC=CC(=C1)OC2=CC=C(C=C2)NC(=O)NC3=CC(=C(C=C3)Cl)C(F)(F)F. Cell line: MALME-3M. Synergy scores: CSS=-2.24, Synergy_ZIP=1.90, Synergy_Bliss=2.32, Synergy_Loewe=-0.226, Synergy_HSA=-1.57. (6) Drug 1: CCC1(CC2CC(C3=C(CCN(C2)C1)C4=CC=CC=C4N3)(C5=C(C=C6C(=C5)C78CCN9C7C(C=CC9)(C(C(C8N6C)(C(=O)OC)O)OC(=O)C)CC)OC)C(=O)OC)O.OS(=O)(=O)O. Drug 2: N.N.Cl[Pt+2]Cl. Cell line: ACHN. Synergy scores: CSS=36.7, Synergy_ZIP=-0.871, Synergy_Bliss=1.96, Synergy_Loewe=0.172, Synergy_HSA=0.652. (7) Drug 1: CC(CN1CC(=O)NC(=O)C1)N2CC(=O)NC(=O)C2. Drug 2: COC1=CC(=CC(=C1O)OC)C2C3C(COC3=O)C(C4=CC5=C(C=C24)OCO5)OC6C(C(C7C(O6)COC(O7)C8=CC=CS8)O)O. Cell line: HCT116. Synergy scores: CSS=60.7, Synergy_ZIP=0.0661, Synergy_Bliss=-1.31, Synergy_Loewe=-5.66, Synergy_HSA=3.80.